From a dataset of Full USPTO retrosynthesis dataset with 1.9M reactions from patents (1976-2016). Predict the reactants needed to synthesize the given product. (1) Given the product [Cl:1][C:2]1[N:7]=[C:6]([NH:8][C:9]2[CH:14]=[CH:13][C:12]([C:15]3[N:16]=[CH:17][S:18][CH:19]=3)=[C:11]([F:20])[CH:10]=2)[C:5]([C:21]([OH:23])=[O:22])=[CH:4][N:3]=1, predict the reactants needed to synthesize it. The reactants are: [Cl:1][C:2]1[N:7]=[C:6]([NH:8][C:9]2[CH:14]=[CH:13][C:12]([C:15]3[N:16]=[CH:17][S:18][CH:19]=3)=[C:11]([F:20])[CH:10]=2)[C:5]([C:21]([O:23]CC)=[O:22])=[CH:4][N:3]=1.[Li+].[OH-]. (2) Given the product [CH3:1][C:2]1[C:6]([C:7]2[CH:8]=[C:9]([C:25]3[C:24]([CH3:23])=[CH:33][CH:32]=[C:31]4[C:26]=3[CH:27]=[CH:28][CH:29]=[N:30]4)[C:10]3[N:14]=[C:13]([NH:15][S:16]([CH3:19])(=[O:18])=[O:17])[NH:12][C:11]=3[CH:20]=2)=[C:5]([CH3:22])[O:4][N:3]=1, predict the reactants needed to synthesize it. The reactants are: [CH3:1][C:2]1[C:6]([C:7]2[CH:8]=[C:9](I)[C:10]3[N:14]=[C:13]([NH:15][S:16]([CH3:19])(=[O:18])=[O:17])[NH:12][C:11]=3[CH:20]=2)=[C:5]([CH3:22])[O:4][N:3]=1.[CH3:23][C:24]1[C:25](B(O)O)=[C:26]2[C:31](=[CH:32][CH:33]=1)[N:30]=[CH:29][CH:28]=[CH:27]2.N12CCCN=C1CCCCC2.[Cl-].[NH4+].